Regression. Given two drug SMILES strings and cell line genomic features, predict the synergy score measuring deviation from expected non-interaction effect. From a dataset of NCI-60 drug combinations with 297,098 pairs across 59 cell lines. (1) Drug 1: CC1CCC2CC(C(=CC=CC=CC(CC(C(=O)C(C(C(=CC(C(=O)CC(OC(=O)C3CCCCN3C(=O)C(=O)C1(O2)O)C(C)CC4CCC(C(C4)OC)O)C)C)O)OC)C)C)C)OC. Drug 2: CC1=C(N=C(N=C1N)C(CC(=O)N)NCC(C(=O)N)N)C(=O)NC(C(C2=CN=CN2)OC3C(C(C(C(O3)CO)O)O)OC4C(C(C(C(O4)CO)O)OC(=O)N)O)C(=O)NC(C)C(C(C)C(=O)NC(C(C)O)C(=O)NCCC5=NC(=CS5)C6=NC(=CS6)C(=O)NCCC[S+](C)C)O. Cell line: M14. Synergy scores: CSS=21.4, Synergy_ZIP=-4.33, Synergy_Bliss=1.74, Synergy_Loewe=3.24, Synergy_HSA=3.62. (2) Synergy scores: CSS=54.0, Synergy_ZIP=12.1, Synergy_Bliss=7.18, Synergy_Loewe=-20.8, Synergy_HSA=8.24. Drug 2: C1CNP(=O)(OC1)N(CCCl)CCCl. Cell line: COLO 205. Drug 1: C1=CC(=C2C(=C1NCCNCCO)C(=O)C3=C(C=CC(=C3C2=O)O)O)NCCNCCO.